From a dataset of Full USPTO retrosynthesis dataset with 1.9M reactions from patents (1976-2016). Predict the reactants needed to synthesize the given product. (1) Given the product [OH:8][CH:9]1[C:23]([CH3:24])([CH3:26])[CH2:27][N:12]([C:13]([O:14][CH2:15][C:16]2[CH:17]=[CH:18][CH:19]=[CH:20][CH:21]=2)=[O:22])[CH:10]1[CH3:11], predict the reactants needed to synthesize it. The reactants are: [Si]([O:8][CH:9]([C:23]([CH3:27])([CH3:26])[CH2:24]O)[CH:10]([NH:12][C:13](=[O:22])[O:14][CH2:15][C:16]1[CH:21]=[CH:20][CH:19]=[CH:18][CH:17]=1)[CH3:11])(C(C)(C)C)(C)C.C(N(CC)CC)C.S(Cl)(C)(=O)=O.O. (2) Given the product [F:1][C:2]1[CH:3]=[C:4]([C:9]2[N:14]=[N:13][C:12]([NH:15][C:21](=[O:22])[O:20][C:17]([CH3:19])([CH3:18])[CH3:16])=[CH:11][CH:10]=2)[CH:5]=[C:6]([F:8])[CH:7]=1, predict the reactants needed to synthesize it. The reactants are: [F:1][C:2]1[CH:3]=[C:4]([C:9]2[N:14]=[N:13][C:12]([NH2:15])=[CH:11][CH:10]=2)[CH:5]=[C:6]([F:8])[CH:7]=1.[CH3:16][C:17]([O:20][C:21](O[C:21]([O:20][C:17]([CH3:19])([CH3:18])[CH3:16])=[O:22])=[O:22])([CH3:19])[CH3:18]. (3) Given the product [CH2:27]([O:29][C:30]([C:32]1[NH:33][C:34]([CH:38]=[CH:41][C:42]([O:4][C:2]([CH3:5])([CH3:3])[CH3:1])=[O:43])=[CH:35][C:36]=1[CH3:37])=[O:31])[CH3:28], predict the reactants needed to synthesize it. The reactants are: [CH3:1][C:2]([CH3:5])([O-:4])[CH3:3].[Na+].[Br-].C1([PH+](C2C=CC=CC=2)C2C=CC=CC=2)C=CC=CC=1.[CH2:27]([O:29][C:30]([C:32]1[NH:33][C:34]([CH:38]=O)=[CH:35][C:36]=1[CH3:37])=[O:31])[CH3:28].C1C[O:43][CH2:42][CH2:41]1. (4) Given the product [NH2:1][C:2]1[C:11]2[CH:10]=[CH:9][C:8]([F:12])=[C:7]([C:28]3[C:23]([O:22][CH3:21])=[N:24][CH:25]=[CH:26][CH:27]=3)[C:6]=2[N:5]=[C:4]2[CH2:14][N:15]([CH:18]3[CH2:20][CH2:19]3)[C:16](=[O:17])[C:3]=12, predict the reactants needed to synthesize it. The reactants are: [NH2:1][C:2]1[C:11]2[CH:10]=[CH:9][C:8]([F:12])=[C:7](Br)[C:6]=2[N:5]=[C:4]2[CH2:14][N:15]([CH:18]3[CH2:20][CH2:19]3)[C:16](=[O:17])[C:3]=12.[CH3:21][O:22][C:23]1[C:28](B(O)O)=[CH:27][CH:26]=[CH:25][N:24]=1. (5) Given the product [Br:16][C:3]1[CH:4]=[C:5]2[C:10](=[CH:11][C:2]=1[F:1])[O:9][CH2:8][CH2:7][CH:6]2[C:12]([O:14][CH3:15])=[O:13], predict the reactants needed to synthesize it. The reactants are: [F:1][C:2]1[CH:11]=[C:10]2[C:5]([CH:6]([C:12]([O:14][CH3:15])=[O:13])[CH2:7][CH2:8][O:9]2)=[CH:4][CH:3]=1.[Br:16]N1C(=O)CCC1=O. (6) Given the product [CH3:14][O:13][C:12]1[N:11]=[C:10]([NH2:15])[CH:9]=[CH:8][C:7]=1[B:19]1[O:20][C:21]([CH3:23])([CH3:22])[C:17]([CH3:33])([CH3:16])[O:18]1, predict the reactants needed to synthesize it. The reactants are: C([O-])(=O)C.[K+].Br[C:7]1[CH:8]=[CH:9][C:10]([NH2:15])=[N:11][C:12]=1[O:13][CH3:14].[CH3:16][C:17]1([CH3:33])[C:21]([CH3:23])([CH3:22])[O:20][B:19]([B:19]2[O:20][C:21]([CH3:23])([CH3:22])[C:17]([CH3:33])([CH3:16])[O:18]2)[O:18]1. (7) Given the product [F:25][C:24]([F:27])([F:26])[CH2:23][N:1]1[CH2:2][CH2:3][CH:4]([NH:7][C:8](=[O:14])[O:9][C:10]([CH3:11])([CH3:13])[CH3:12])[CH2:5][CH2:6]1, predict the reactants needed to synthesize it. The reactants are: [NH:1]1[CH2:6][CH2:5][CH:4]([NH:7][C:8](=[O:14])[O:9][C:10]([CH3:13])([CH3:12])[CH3:11])[CH2:3][CH2:2]1.[H-].[Na+].FC(F)(F)S(O[CH2:23][C:24]([F:27])([F:26])[F:25])(=O)=O. (8) The reactants are: [Cl:1][C:2]1[CH:3]=[CH:4][C:5]2[CH:6]=[C:7]3[CH2:14][NH:13][CH2:12][C@H:11]([CH3:15])[N:8]3[C:9]=2[CH:10]=1.[BH4-].[Na+].[OH-].[Na+]. Given the product [Cl:1][C:2]1[CH:3]=[CH:4][C:5]2[CH2:6][C@H:7]3[CH2:14][NH:13][CH2:12][C@H:11]([CH3:15])[N:8]3[C:9]=2[CH:10]=1.[Cl:1][C:2]1[CH:3]=[CH:4][C:5]2[CH2:6][C@@H:7]3[CH2:14][NH:13][CH2:12][C@H:11]([CH3:15])[N:8]3[C:9]=2[CH:10]=1, predict the reactants needed to synthesize it.